From a dataset of Catalyst prediction with 721,799 reactions and 888 catalyst types from USPTO. Predict which catalyst facilitates the given reaction. (1) Reactant: O.[C:2]1([CH3:12])[CH:7]=[CH:6][C:5]([S:8]([OH:11])(=[O:10])=[O:9])=[CH:4][CH:3]=1.[CH2:13]([N:15]([CH2:52][CH3:53])[CH2:16][CH2:17][N:18]([CH2:36][CH2:37][NH:38][CH2:39][CH2:40][C:41]1[C:49]2[S:48][C:47](=[O:50])[NH:46][C:45]=2[C:44]([OH:51])=[CH:43][CH:42]=1)[C:19](=[O:35])[CH2:20][CH2:21][O:22][CH2:23][CH2:24][C:25]1[C:34]2[C:29](=[CH:30][CH:31]=[CH:32][CH:33]=2)[CH:28]=[CH:27][CH:26]=1)[CH3:14]. Product: [S:8]([C:5]1[CH:6]=[CH:7][C:2]([CH3:12])=[CH:3][CH:4]=1)([OH:11])(=[O:10])=[O:9].[S:8]([C:5]1[CH:6]=[CH:7][C:2]([CH3:12])=[CH:3][CH:4]=1)([OH:11])(=[O:10])=[O:9].[CH2:52]([N:15]([CH2:13][CH3:14])[CH2:16][CH2:17][N:18]([CH2:36][CH2:37][NH:38][CH2:39][CH2:40][C:41]1[C:49]2[S:48][C:47](=[O:50])[NH:46][C:45]=2[C:44]([OH:51])=[CH:43][CH:42]=1)[C:19](=[O:35])[CH2:20][CH2:21][O:22][CH2:23][CH2:24][C:25]1[C:34]2[C:29](=[CH:30][CH:31]=[CH:32][CH:33]=2)[CH:28]=[CH:27][CH:26]=1)[CH3:53]. The catalyst class is: 5. (2) Reactant: [F:1][C:2]([F:39])([F:38])[C:3]1[CH:4]=[C:5]([CH:31]=[C:32]([C:34]([F:37])([F:36])[F:35])[CH:33]=1)[CH2:6][O:7][CH2:8][C@:9]1([C:25]2[CH:30]=[CH:29][CH:28]=[CH:27][CH:26]=2)[CH2:13][CH2:12][C@H:11]([N:14]2C(=O)C3C(=CC=CC=3)C2=O)[CH2:10]1.NN. Product: [F:1][C:2]([F:38])([F:39])[C:3]1[CH:4]=[C:5]([CH:31]=[C:32]([C:34]([F:37])([F:36])[F:35])[CH:33]=1)[CH2:6][O:7][CH2:8][C@:9]1([C:25]2[CH:30]=[CH:29][CH:28]=[CH:27][CH:26]=2)[CH2:13][CH2:12][C@H:11]([NH2:14])[CH2:10]1. The catalyst class is: 11. (3) Product: [C:11]([NH:14][C@@H:15]([CH2:19][C:20]1[CH:21]=[CH:22][CH:23]=[CH:24][CH:25]=1)[C:16]([NH:37][C@@H:38]([CH2:47][C:48]1[CH:53]=[CH:52][CH:51]=[C:50]([CH2:54][N:55]2[CH2:59][C:58](=[O:60])[N:57]([CH2:61][C:62]3[CH:67]=[CH:66][C:65]([O:68][CH3:69])=[CH:64][CH:63]=3)[S:56]2(=[O:70])=[O:71])[CH:49]=1)[C:39]([NH:41][CH2:42][CH2:43][CH2:44][CH2:45][CH3:46])=[O:40])=[O:17])(=[O:13])[CH3:12]. Reactant: C1C=CC2N(O)N=NC=2C=1.[C:11]([NH:14][C@@H:15]([CH2:19][C:20]1[CH:25]=[CH:24][CH:23]=[CH:22][CH:21]=1)[C:16](O)=[O:17])(=[O:13])[CH3:12].CCN=C=NCCCN(C)C.[NH2:37][C@@H:38]([CH2:47][C:48]1[CH:53]=[CH:52][CH:51]=[C:50]([CH2:54][N:55]2[CH2:59][C:58](=[O:60])[N:57]([CH2:61][C:62]3[CH:67]=[CH:66][C:65]([O:68][CH3:69])=[CH:64][CH:63]=3)[S:56]2(=[O:71])=[O:70])[CH:49]=1)[C:39]([NH:41][CH2:42][CH2:43][CH2:44][CH2:45][CH3:46])=[O:40]. The catalyst class is: 2. (4) Reactant: [Si]([O:8][CH2:9][CH2:10][O:11][C:12]1[CH:19]=[CH:18][C:15]([CH:16]=[O:17])=[CH:14][C:13]=1[CH3:20])(C(C)(C)C)(C)C.CC(O)=O.CCCC[N+](CCCC)(CCCC)CCCC.[F-]. Product: [OH:8][CH2:9][CH2:10][O:11][C:12]1[CH:19]=[CH:18][C:15]([CH:16]=[O:17])=[CH:14][C:13]=1[CH3:20]. The catalyst class is: 20.